From a dataset of Forward reaction prediction with 1.9M reactions from USPTO patents (1976-2016). Predict the product of the given reaction. (1) Given the reactants [CH:1]1[C:14]2[S:13][C:12]3[C:7](=[CH:8][CH:9]=[CH:10][CH:11]=3)[S:6](=[O:15])[C:5]=2[CH:4]=[CH:3][CH:2]=1.C([Li])CCC.C(NC(C)C)(C)C.Cl[Si:29]([CH3:32])([CH3:31])[CH3:30], predict the reaction product. The product is: [CH3:30][Si:29]([CH3:32])([CH3:31])[C:4]1[C:5]2[S:6](=[O:15])[C:7]3[C:12](=[CH:11][CH:10]=[CH:9][C:8]=3[Si:29]([CH3:32])([CH3:31])[CH3:30])[S:13][C:14]=2[CH:1]=[CH:2][CH:3]=1. (2) Given the reactants C(OC([N:8]1[C:12]2=[C:13]([Cl:25])[N:14]=[CH:15][C:16]([C:17]([N:19]3[CH2:24][CH2:23][CH2:22][CH2:21][CH2:20]3)=[O:18])=[C:11]2[C:10]([CH3:26])=[CH:9]1)=O)(C)(C)C.[F:27][C:28]1[CH:29]=[C:30]([CH:32]=[CH:33][CH:34]=1)[NH2:31].Cl, predict the reaction product. The product is: [ClH:25].[F:27][C:28]1[CH:29]=[C:30]([NH:31][C:13]2[N:14]=[CH:15][C:16]([C:17]([N:19]3[CH2:20][CH2:21][CH2:22][CH2:23][CH2:24]3)=[O:18])=[C:11]3[C:10]([CH3:26])=[CH:9][NH:8][C:12]=23)[CH:32]=[CH:33][CH:34]=1.